Dataset: Peptide-MHC class II binding affinity with 134,281 pairs from IEDB. Task: Regression. Given a peptide amino acid sequence and an MHC pseudo amino acid sequence, predict their binding affinity value. This is MHC class II binding data. (1) The peptide sequence is ARNLVPMVATVQGQN. The MHC is DRB1_0301 with pseudo-sequence DRB1_0301. The binding affinity (normalized) is 0. (2) The peptide sequence is QNSSFIIDGPNTPEC. The MHC is DRB3_0101 with pseudo-sequence DRB3_0101. The binding affinity (normalized) is 0.758.